From a dataset of Full USPTO retrosynthesis dataset with 1.9M reactions from patents (1976-2016). Predict the reactants needed to synthesize the given product. (1) Given the product [ClH:34].[CH:10]1[C:11]2[CH:12]([CH2:14][O:15][C:16]([N:18]3[CH:23]4[CH2:24][NH:25][CH2:26][CH:19]3[CH2:20][O:21][CH2:22]4)=[O:17])[C:13]3[C:5](=[CH:4][CH:3]=[CH:2][CH:1]=3)[C:6]=2[CH:7]=[CH:8][CH:9]=1, predict the reactants needed to synthesize it. The reactants are: [CH:1]1[C:13]2[CH:12]([CH2:14][O:15][C:16]([N:18]3[CH:23]4[CH2:24][N:25](C(OC(C)(C)C)=O)[CH2:26][CH:19]3[CH2:20][O:21][CH2:22]4)=[O:17])[C:11]3[C:6](=[CH:7][CH:8]=[CH:9][CH:10]=3)[C:5]=2[CH:4]=[CH:3][CH:2]=1.[ClH:34].CCOCC. (2) Given the product [Br:21][C:1]1[C:13]2[C:12]3[CH2:11][CH2:10][N:9]([C:14]([O:16][C:17]([CH3:20])([CH3:19])[CH3:18])=[O:15])[CH2:8][C:7]=3[CH:6]=[N:5][C:4]=2[NH:3][N:2]=1, predict the reactants needed to synthesize it. The reactants are: [CH:1]1[C:13]2[C:12]3[CH2:11][CH2:10][N:9]([C:14]([O:16][C:17]([CH3:20])([CH3:19])[CH3:18])=[O:15])[CH2:8][C:7]=3[CH:6]=[N:5][C:4]=2[NH:3][N:2]=1.[Br:21]N1C(=O)CCC1=O.